This data is from Forward reaction prediction with 1.9M reactions from USPTO patents (1976-2016). The task is: Predict the product of the given reaction. (1) The product is: [Cl:48]/[C:5](=[N:46]\[C:38]1[CH:39]=[C:40]([N+:43]([O-:45])=[O:44])[CH:41]=[CH:42][C:37]=1[CH:34]1[CH2:36][CH2:35]1)/[C:1]([F:4])([F:3])[F:2]. Given the reactants [C:1]([C:5](O)=O)([F:4])([F:3])[F:2].C1C=CC(P(C2C=CC=CC=2)C2C=CC=CC=2)=CC=1.CCN(CC)CC.[CH:34]1([C:37]2[CH:42]=[CH:41][C:40]([N+:43]([O-:45])=[O:44])=[CH:39][C:38]=2[NH2:46])[CH2:36][CH2:35]1.C(Cl)(Cl)(Cl)[Cl:48], predict the reaction product. (2) Given the reactants C(OC(O[CH2:8][CH3:9])CBr)C.C(O)C.C(=O)([O-])O.[Na+].[NH2:18][C:19]1[N:20]=[N:21][CH:22]=[C:23]([C:25]([F:28])([CH3:27])[CH3:26])[N:24]=1, predict the reaction product. The product is: [F:28][C:25]([C:23]1[CH:22]=[N:21][N:20]2[CH:8]=[CH:9][N:18]=[C:19]2[N:24]=1)([CH3:27])[CH3:26]. (3) Given the reactants C([O:3][CH:4](OCC)[CH2:5][O:6][C:7]1[CH:8]=[C:9]([CH:30]=[CH:31][CH:32]=1)[CH2:10][N:11]1[CH2:29][CH2:28][C:14]2([O:19][CH2:18][CH2:17][N:16]([C:20]([C:22]3[S:23][C:24]([CH3:27])=[CH:25][CH:26]=3)=[O:21])[CH2:15]2)[CH2:13][CH2:12]1)C, predict the reaction product. The product is: [CH3:27][C:24]1[S:23][C:22]([C:20]([N:16]2[CH2:15][C:14]3([CH2:13][CH2:12][N:11]([CH2:10][C:9]4[CH:8]=[C:7]([CH:32]=[CH:31][CH:30]=4)[O:6][CH2:5][CH:4]=[O:3])[CH2:29][CH2:28]3)[O:19][CH2:18][CH2:17]2)=[O:21])=[CH:26][CH:25]=1. (4) Given the reactants [O:1]([C:13]1[CH:18]=[C:17]([O:19][CH3:20])[CH:16]=[CH:15][C:14]=1[CH2:21][C:22]1[CH:27]=[CH:26][C:25]([CH2:28][CH2:29][O:30]COC)=[CH:24][CH:23]=1)[C@@H:2]1[O:10][C@H:9]([CH2:11][OH:12])[C@@H:7]([OH:8])[C@H:5]([OH:6])[C@H:3]1[OH:4].O.C1(C)C=CC(S(O)(=O)=O)=CC=1.C(N(CC)CC)C, predict the reaction product. The product is: [O:1]([C:13]1[CH:18]=[C:17]([O:19][CH3:20])[CH:16]=[CH:15][C:14]=1[CH2:21][C:22]1[CH:23]=[CH:24][C:25]([CH2:28][CH2:29][OH:30])=[CH:26][CH:27]=1)[C@@H:2]1[O:10][C@H:9]([CH2:11][OH:12])[C@@H:7]([OH:8])[C@H:5]([OH:6])[C@H:3]1[OH:4]. (5) Given the reactants [Cl:1][C:2]1[C:3]([CH3:18])=[N:4][N:5]2[C:10](O)=[C:9]([CH2:12][C:13]([O:15][CH3:16])=[O:14])[C:8]([CH3:17])=[N:7][C:6]=12.O=P(Cl)(Cl)[Cl:21], predict the reaction product. The product is: [Cl:1][C:2]1[C:3]([CH3:18])=[N:4][N:5]2[C:10]([Cl:21])=[C:9]([CH2:12][C:13]([O:15][CH3:16])=[O:14])[C:8]([CH3:17])=[N:7][C:6]=12. (6) Given the reactants Cl.[CH3:2][O:3][C:4](=[O:10])[C@@H:5]1[CH2:9][CH2:8][CH2:7][NH:6]1.C(N(CC)CC)C, predict the reaction product. The product is: [CH3:2][O:3][C:4](=[O:10])[C@@H:5]1[CH2:9][CH2:8][CH2:7][NH:6]1. (7) The product is: [C:20]1([C:3]2[N:4]=[C:5]3[C:11]4[CH:12]=[CH:13][CH:14]=[CH:15][C:10]=4[NH:9][C:8]4[N:16]=[CH:17][CH:18]=[CH:19][C:7]=4[N:6]3[C:2]=2[C:46]2[CH:47]=[CH:48][C:43]([CH2:42][NH:41][C:39](=[O:40])[O:38][C:34]([CH3:37])([CH3:36])[CH3:35])=[CH:44][CH:45]=2)[CH:21]=[CH:22][CH:23]=[CH:24][CH:25]=1. Given the reactants Br[C:2]1[N:6]2[C:7]3[CH:19]=[CH:18][CH:17]=[N:16][C:8]=3[NH:9][C:10]3[CH:15]=[CH:14][CH:13]=[CH:12][C:11]=3[C:5]2=[N:4][C:3]=1[C:20]1[CH:25]=[CH:24][CH:23]=[CH:22][CH:21]=1.C(O)C.C(=O)(O)[O-].[Na+].[C:34]([O:38][C:39]([NH:41][CH2:42][C:43]1[CH:48]=[CH:47][C:46](B(O)O)=[CH:45][CH:44]=1)=[O:40])([CH3:37])([CH3:36])[CH3:35], predict the reaction product. (8) Given the reactants [CH2:1]([O:3][C:4]([C:6]1[CH:7]=[CH:8][C:9]2[NH:10][C:11]3[C:16]([C:17]=2[CH:18]=1)=[CH:15][C:14]([O:19][CH3:20])=[CH:13][CH:12]=3)=[O:5])[CH3:2].[H-].[Na+].[CH2:23](I)[CH3:24], predict the reaction product. The product is: [CH2:1]([O:3][C:4]([C:6]1[CH:7]=[CH:8][C:9]2[N:10]([CH2:23][CH3:24])[C:11]3[C:16]([C:17]=2[CH:18]=1)=[CH:15][C:14]([O:19][CH3:20])=[CH:13][CH:12]=3)=[O:5])[CH3:2]. (9) Given the reactants [CH:1]1([N:5]2[CH2:10][CH2:9][CH:8]([O:11][C:12]3[CH:17]=[CH:16][C:15](I)=[CH:14][CH:13]=3)[CH2:7][CH2:6]2)[CH2:4][CH2:3][CH2:2]1.[N-:19]=[N+:20]=[N-:21].[Na+].CN[CH2:25][CH2:26]NC.C(=O)([O-])[O-].[K+].[K+].C([Si](C)(C)C)#C.O.N, predict the reaction product. The product is: [CH:1]1([N:5]2[CH2:10][CH2:9][CH:8]([O:11][C:12]3[CH:17]=[CH:16][C:15]([N:19]4[CH:26]=[CH:25][N:21]=[N:20]4)=[CH:14][CH:13]=3)[CH2:7][CH2:6]2)[CH2:4][CH2:3][CH2:2]1. (10) Given the reactants [CH3:1][C:2]([NH:5][C:6]([CH:8]1[CH2:13][CH2:12][NH:11][CH2:10][CH2:9]1)=[O:7])([CH3:4])[CH3:3].[Cl:14][CH2:15][C:16](Cl)=[O:17].C(=O)([O-])[O-].[K+].[K+], predict the reaction product. The product is: [Cl:14][CH2:15][C:16]([N:11]1[CH2:10][CH2:9][CH:8]([C:6]([NH:5][C:2]([CH3:1])([CH3:3])[CH3:4])=[O:7])[CH2:13][CH2:12]1)=[O:17].